From a dataset of Reaction yield outcomes from USPTO patents with 853,638 reactions. Predict the reaction yield, written as a fraction of the theoretical maximum amount of product (1.0 means a 100% yield; for example, 0.34 means a 34% yield). (1) The reactants are [Br:1][C:2]1[C:3](F)=[C:4]2[C:10]([NH:11][C:12](=[O:22])[C:13]3[CH:18]=[CH:17][C:16]([O:19][CH3:20])=[C:15]([F:21])[CH:14]=3)=[CH:9][NH:8][C:5]2=[N:6][CH:7]=1.[NH:24]1[CH2:29][CH2:28][CH2:27][C@@H:26]([NH:30][C:31](=[O:37])[O:32][C:33]([CH3:36])([CH3:35])[CH3:34])[CH2:25]1. The catalyst is CCCCO. The product is [Br:1][C:2]1[C:3]([N:24]2[CH2:29][CH2:28][CH2:27][C@@H:26]([NH:30][C:31](=[O:37])[O:32][C:33]([CH3:35])([CH3:34])[CH3:36])[CH2:25]2)=[C:4]2[C:10]([NH:11][C:12](=[O:22])[C:13]3[CH:18]=[CH:17][C:16]([O:19][CH3:20])=[C:15]([F:21])[CH:14]=3)=[CH:9][NH:8][C:5]2=[N:6][CH:7]=1. The yield is 0.270. (2) The reactants are [F:1][C:2]([F:17])([F:16])[C:3]1[CH:8]=[CH:7][C:6]([N:9]2[CH2:14][CH2:13][CH:12]([OH:15])[CH2:11][CH2:10]2)=[CH:5][CH:4]=1.[H-].[Na+].Cl[C:21]1[N:22]=[CH:23][C:24]([C:27]([O:29][CH3:30])=[O:28])=[N:25][CH:26]=1. The catalyst is CN(C)C=O. The product is [F:17][C:2]([F:1])([F:16])[C:3]1[CH:4]=[CH:5][C:6]([N:9]2[CH2:14][CH2:13][CH:12]([O:15][C:21]3[N:22]=[CH:23][C:24]([C:27]([O:29][CH3:30])=[O:28])=[N:25][CH:26]=3)[CH2:11][CH2:10]2)=[CH:7][CH:8]=1. The yield is 0.250. (3) The catalyst is C(Cl)(Cl)Cl. The yield is 0.700. The reactants are [NH2:1][C:2]([CH3:7])([CH3:6])[C:3]([OH:5])=[O:4].[OH-].[Na+].O.[Br:11][CH:12]([CH3:16])[C:13](Br)=[O:14]. The product is [Br:11][CH:12]([CH3:16])[C:13]([NH:1][C:2]([CH3:7])([CH3:6])[C:3]([OH:5])=[O:4])=[O:14]. (4) The reactants are Br[C:2]1[CH:7]=[CH:6][C:5]([S:8][CH3:9])=[CH:4][CH:3]=1.C([Li])CCC.C[O:16][B:17](OC)[O:18]C.[OH-].[Na+].C(O)(=O)CC(CC(O)=O)(C(O)=O)O. The catalyst is O1CCCC1.O. The product is [CH3:9][S:8][C:5]1[CH:6]=[CH:7][C:2]([B:17]([OH:18])[OH:16])=[CH:3][CH:4]=1. The yield is 0.360. (5) The product is [CH3:1][O:2][C:3]([C:5]1[N:6]([CH2:23][C:24]2[CH:25]=[CH:26][C:27]([S:30](=[O:33])(=[O:32])[NH:31][CH3:34])=[CH:28][CH:29]=2)[C:7](=[O:22])[C:8]2[C:13]([C:14]=1[C:15]1[CH:16]=[CH:17][CH:18]=[CH:19][CH:20]=1)=[CH:12][C:11]([Br:21])=[CH:10][CH:9]=2)=[O:4]. The reactants are [CH3:1][O:2][C:3]([C:5]1[N:6]([CH2:23][C:24]2[CH:29]=[CH:28][C:27]([S:30](=[O:33])(=[O:32])[NH2:31])=[CH:26][CH:25]=2)[C:7](=[O:22])[C:8]2[C:13]([C:14]=1[C:15]1[CH:20]=[CH:19][CH:18]=[CH:17][CH:16]=1)=[CH:12][C:11]([Br:21])=[CH:10][CH:9]=2)=[O:4].[C:34](=O)([O-])[O-].[K+].[K+].CI. The yield is 0.310. The catalyst is CN(C)C=O.